Task: Predict the reactants needed to synthesize the given product.. Dataset: Retrosynthesis with 50K atom-mapped reactions and 10 reaction types from USPTO (1) Given the product CN(C)Cc1c(OCC2CC2)ccc2c(CCC3CCN(Cc4ccc(C#N)n4C)CC3)noc12, predict the reactants needed to synthesize it. The reactants are: CN(C)Cc1c(OCC2CC2)ccc2c(CCC3CCNCC3)noc12.Cn1c(C#N)ccc1C=O. (2) Given the product NCCCC(=O)Nc1ccc2[nH]ccc2c1, predict the reactants needed to synthesize it. The reactants are: O=C(CCCNC(=O)OCc1ccccc1)Nc1ccc2[nH]ccc2c1. (3) Given the product Clc1ccc2c(C3CCN(CC4CCCCCCC4)CC3)cn(Cc3ccccc3)c2c1, predict the reactants needed to synthesize it. The reactants are: Clc1ccc2c(C3CCNCC3)cn(Cc3ccccc3)c2c1.O=CC1CCCCCCC1.